From a dataset of Peptide-MHC class I binding affinity with 185,985 pairs from IEDB/IMGT. Regression. Given a peptide amino acid sequence and an MHC pseudo amino acid sequence, predict their binding affinity value. This is MHC class I binding data. (1) The peptide sequence is QELKNSAVSL. The MHC is HLA-A31:01 with pseudo-sequence HLA-A31:01. The binding affinity (normalized) is 0. (2) The peptide sequence is HLSWEWNLSI. The MHC is HLA-A02:01 with pseudo-sequence HLA-A02:01. The binding affinity (normalized) is 0.833. (3) The peptide sequence is EFTSFFYRY. The MHC is HLA-B08:02 with pseudo-sequence HLA-B08:02. The binding affinity (normalized) is 0.0847. (4) The peptide sequence is RPRGEVRFL. The MHC is HLA-B57:01 with pseudo-sequence HLA-B57:01. The binding affinity (normalized) is 0. (5) The peptide sequence is KINPTLDNI. The MHC is HLA-A02:01 with pseudo-sequence HLA-A02:01. The binding affinity (normalized) is 0.492.